This data is from Forward reaction prediction with 1.9M reactions from USPTO patents (1976-2016). The task is: Predict the product of the given reaction. (1) Given the reactants C(O)CCCCCCCO.C(Br)C1C=CC=CC=1.C(OCCCCCCCCO)C1C=CC=CC=1.C(OCCCCCCCC(O)=O)C1C=CC=CC=1.Cl.Cl.[CH2:56]([O:63][C:64](=[O:72])[CH2:65][C@@H:66](N)[CH2:67][N:68]([CH3:70])[CH3:69])[C:57]1[CH:62]=[CH:61][CH:60]=[CH:59][CH:58]=1, predict the reaction product. The product is: [CH2:56]([O:63][C:64](=[O:72])[CH2:65][CH2:66][CH2:67][N:68]([CH3:69])[CH3:70])[C:57]1[CH:62]=[CH:61][CH:60]=[CH:59][CH:58]=1. (2) Given the reactants [CH3:1][C:2]1[C:7]([CH2:8][C:9]([O:11][CH3:12])=[O:10])=[C:6]([C:13]2[CH:18]=[CH:17][C:16]([CH3:19])=[CH:15][CH:14]=2)[N:5]=[C:4]([N:20]2[CH2:25][CH2:24][CH2:23][CH2:22][CH2:21]2)[N:3]=1.[Li+].C[Si]([N-][Si](C)(C)C)(C)C.C1COCC1.[F:41][C:42]([F:48])([F:47])[CH2:43][CH2:44][CH2:45]I, predict the reaction product. The product is: [F:41][C:42]([F:48])([F:47])[CH2:43][CH2:44][CH2:45][CH:8]([C:7]1[C:2]([CH3:1])=[N:3][C:4]([N:20]2[CH2:21][CH2:22][CH2:23][CH2:24][CH2:25]2)=[N:5][C:6]=1[C:13]1[CH:18]=[CH:17][C:16]([CH3:19])=[CH:15][CH:14]=1)[C:9]([O:11][CH3:12])=[O:10]. (3) Given the reactants Cl.O1CCOCC1.[CH2:8]([O:10][C:11]([C:13]1[CH:14]=[N:15][N:16]([C:18]2[N:27](COCCOC)[C:26](=[O:34])[C:25]3[C:20](=[CH:21][C:22]([C:35]4[CH:40]=[CH:39][CH:38]=[CH:37][CH:36]=4)=[CH:23][CH:24]=3)[N:19]=2)[CH:17]=1)=[O:12])[CH3:9], predict the reaction product. The product is: [CH2:8]([O:10][C:11]([C:13]1[CH:14]=[N:15][N:16]([C:18]2[NH:27][C:26](=[O:34])[C:25]3[C:20](=[CH:21][C:22]([C:35]4[CH:40]=[CH:39][CH:38]=[CH:37][CH:36]=4)=[CH:23][CH:24]=3)[N:19]=2)[CH:17]=1)=[O:12])[CH3:9]. (4) Given the reactants [F:1][C:2]1[C:3]([O:29]C)=[C:4]([C:8]2[N:13]([CH2:14][CH2:15][C:16]3[CH:21]=[CH:20][CH:19]=[CH:18][C:17]=3[F:22])[C:12](=[O:23])[C:11]([CH2:24][CH:25]([CH3:27])[CH3:26])=[C:10]([CH3:28])[N:9]=2)[CH:5]=[CH:6][CH:7]=1.B(Br)(Br)Br, predict the reaction product. The product is: [F:1][C:2]1[C:3]([OH:29])=[C:4]([C:8]2[N:13]([CH2:14][CH2:15][C:16]3[CH:21]=[CH:20][CH:19]=[CH:18][C:17]=3[F:22])[C:12](=[O:23])[C:11]([CH2:24][CH:25]([CH3:26])[CH3:27])=[C:10]([CH3:28])[N:9]=2)[CH:5]=[CH:6][CH:7]=1. (5) Given the reactants [OH:1][C:2]1[C:9]([O:10][CH3:11])=[CH:8][C:5]([CH:6]=[O:7])=[CH:4][C:3]=1[O:12][CH3:13].C([O-])([O-])=O.[Cs+].[Cs+].Br[CH2:21][CH2:22][CH2:23][CH3:24].O, predict the reaction product. The product is: [CH2:21]([O:1][C:2]1[C:3]([O:12][CH3:13])=[CH:4][C:5]([CH:6]=[O:7])=[CH:8][C:9]=1[O:10][CH3:11])[CH2:22][CH2:23][CH3:24]. (6) The product is: [ClH:1].[Cl:1][C:2]1[CH:3]=[C:4]([N:9]2[C:14]3[CH:15]=[CH:16][CH:17]=[CH:18][C:13]=3[CH2:12][N:11]([CH2:19][CH2:20][CH2:21][NH:26][CH3:25])[S:10]2(=[O:23])=[O:24])[CH:5]=[CH:6][C:7]=1[F:8]. Given the reactants [Cl:1][C:2]1[CH:3]=[C:4]([N:9]2[C:14]3[CH:15]=[CH:16][CH:17]=[CH:18][C:13]=3[CH2:12][N:11]([CH2:19][CH2:20][CH2:21]Cl)[S:10]2(=[O:24])=[O:23])[CH:5]=[CH:6][C:7]=1[F:8].[CH3:25][NH2:26].Cl, predict the reaction product. (7) Given the reactants [Cl:1][C:2]1[CH:3]=[CH:4][C:5]2[N:11]3[C:12]([C:15]#[N:16])=[CH:13][CH:14]=[C:10]3[C@@H:9]([CH2:17][CH2:18][N:19]3[CH:23]=[C:22]([C:24]([O:26]CC)=[O:25])[CH:21]=[N:20]3)[O:8][C@H:7]([C:29]3[CH:34]=[CH:33][CH:32]=[C:31]([O:35][CH3:36])[C:30]=3[O:37][CH3:38])[C:6]=2[CH:39]=1.[OH-:40].[Na+], predict the reaction product. The product is: [NH2:16][C:15]([C:12]1[N:11]2[C:5]3[CH:4]=[CH:3][C:2]([Cl:1])=[CH:39][C:6]=3[C@@H:7]([C:29]3[CH:34]=[CH:33][CH:32]=[C:31]([O:35][CH3:36])[C:30]=3[O:37][CH3:38])[O:8][C@H:9]([CH2:17][CH2:18][N:19]3[CH:23]=[C:22]([C:24]([OH:26])=[O:25])[CH:21]=[N:20]3)[C:10]2=[CH:14][CH:13]=1)=[O:40].